This data is from Catalyst prediction with 721,799 reactions and 888 catalyst types from USPTO. The task is: Predict which catalyst facilitates the given reaction. Reactant: C[O:2][CH:3](OC)[CH2:4][N:5]1[C:13]2[C:8](=[CH:9][CH:10]=[C:11]([NH:14][C:15](=[O:30])[CH2:16][C:17]3[CH:22]=[CH:21][C:20]([O:23][C:24]4[CH:29]=[CH:28][CH:27]=[CH:26][CH:25]=4)=[CH:19][CH:18]=3)[CH:12]=2)[CH:7]=[N:6]1.Cl. Product: [O:2]=[CH:3][CH2:4][N:5]1[C:13]2[C:8](=[CH:9][CH:10]=[C:11]([NH:14][C:15](=[O:30])[CH2:16][C:17]3[CH:22]=[CH:21][C:20]([O:23][C:24]4[CH:25]=[CH:26][CH:27]=[CH:28][CH:29]=4)=[CH:19][CH:18]=3)[CH:12]=2)[CH:7]=[N:6]1. The catalyst class is: 372.